The task is: Predict which catalyst facilitates the given reaction.. This data is from Catalyst prediction with 721,799 reactions and 888 catalyst types from USPTO. (1) Reactant: Br[C:2]1[CH:3]=[C:4]([NH:10][C:11]2[CH:15]=[C:14]([CH3:16])[O:13][N:12]=2)[C:5](=[O:9])[N:6]([CH3:8])[CH:7]=1.[B:17]1([B:17]2[O:21][C:20]([CH3:23])([CH3:22])[C:19]([CH3:25])([CH3:24])[O:18]2)[O:21][C:20]([CH3:23])([CH3:22])[C:19]([CH3:25])([CH3:24])[O:18]1.CC(C1C=C(C(C)C)C(C2C=CC=CC=2P(C2CCCCC2)C2CCCCC2)=C(C(C)C)C=1)C.C([O-])(=O)C.[K+]. Product: [CH3:8][N:6]1[CH:7]=[C:2]([B:17]2[O:21][C:20]([CH3:23])([CH3:22])[C:19]([CH3:25])([CH3:24])[O:18]2)[CH:3]=[C:4]([NH:10][C:11]2[CH:15]=[C:14]([CH3:16])[O:13][N:12]=2)[C:5]1=[O:9]. The catalyst class is: 102. (2) Reactant: [Li]CCCC.Br[C:7]1[N:11]([CH3:12])[C:10]([CH3:13])=[N:9][CH:8]=1.[Cl:14][C:15]1[C:24]2[C:19](=[CH:20][CH:21]=[C:22]([C:25]([C:27]3[C:28]([CH3:34])=[N:29][C:30]([CH3:33])=[CH:31][CH:32]=3)=[O:26])[CH:23]=2)[N:18]=[C:17]([O:35][CH3:36])[C:16]=1[CH2:37][C:38]1[CH:43]=[CH:42][C:41]([F:44])=[CH:40][CH:39]=1. Product: [Cl:14][C:15]1[C:24]2[C:19](=[CH:20][CH:21]=[C:22]([C:25]([C:7]3[N:11]([CH3:12])[C:10]([CH3:13])=[N:9][CH:8]=3)([C:27]3[C:28]([CH3:34])=[N:29][C:30]([CH3:33])=[CH:31][CH:32]=3)[OH:26])[CH:23]=2)[N:18]=[C:17]([O:35][CH3:36])[C:16]=1[CH2:37][C:38]1[CH:39]=[CH:40][C:41]([F:44])=[CH:42][CH:43]=1. The catalyst class is: 1. (3) Reactant: [C:1]([NH2:5])(=[O:4])[CH:2]=[CH2:3].[F:6][C:7]1[CH:12]=[CH:11][C:10]([C:13]([F:16])([F:15])[F:14])=[CH:9][C:8]=1[NH:17][C:18]([NH:20][C:21]1[CH:26]=[CH:25][C:24](I)=[CH:23][CH:22]=1)=[O:19]. Product: [F:6][C:7]1[CH:12]=[CH:11][C:10]([C:13]([F:16])([F:15])[F:14])=[CH:9][C:8]=1[NH:17][C:18]([NH:20][C:21]1[CH:26]=[CH:25][C:24](/[CH:3]=[CH:2]/[C:1]([NH2:5])=[O:4])=[CH:23][CH:22]=1)=[O:19]. The catalyst class is: 167. (4) Reactant: [H-].[Na+].[C:3]([O:9][CH2:10][CH3:11])(=[O:8])[CH2:4][C:5]([CH3:7])=[O:6].[Li]CCCC.C1CCCCC1.[F:23][C:24]1[CH:31]=[CH:30][C:27]([CH2:28]Br)=[CH:26][CH:25]=1. Product: [CH2:10]([O:9][C:3](=[O:8])[CH2:4][C:5](=[O:6])[CH2:7][CH2:28][C:27]1[CH:30]=[CH:31][C:24]([F:23])=[CH:25][CH:26]=1)[CH3:11]. The catalyst class is: 1. (5) Reactant: Br.[NH2:2][C:3]1[CH:8]=[CH:7][N:6]2[CH:9]=[C:10]([C:12]3[CH:13]=[C:14]([OH:18])[CH:15]=[CH:16][CH:17]=3)[N:11]=[C:5]2[N:4]=1.[C:19](OC(=O)C)(=[O:21])[CH3:20].N1C=CC=CC=1.C([O-])(O)=O.[Na+]. Product: [NH2:2][C:3]1[CH:8]=[CH:7][N:6]2[CH:9]=[C:10]([C:12]3[CH:13]=[C:14]([O:18][C:19](=[O:21])[CH3:20])[CH:15]=[CH:16][CH:17]=3)[N:11]=[C:5]2[N:4]=1. The catalyst class is: 6. (6) Reactant: [NH2:1][OH:2].[OH-].[Na+].[C:5](#[N:14])[C:6]1[CH:13]=[CH:12][CH:11]=[C:8]([C:9]#[N:10])[CH:7]=1. Product: [C:9]([C:8]1[CH:7]=[C:6]([CH:13]=[CH:12][CH:11]=1)[C:5](=[N:1][OH:2])[NH2:14])#[N:10]. The catalyst class is: 8. (7) Reactant: C(OC(=O)[NH:7][CH2:8][C:9]12[CH2:18][CH:13]3[CH2:14][CH:15]([CH2:17][CH:11]([CH:12]3[O:19][CH3:20])[CH2:10]1)[CH2:16]2)(C)(C)C.Br. Product: [CH3:20][O:19][CH:12]1[CH:13]2[CH2:18][C:9]3([CH2:8][NH2:7])[CH2:16][CH:15]([CH2:17][CH:11]1[CH2:10]3)[CH2:14]2. The catalyst class is: 28.